Dataset: Peptide-MHC class I binding affinity with 185,985 pairs from IEDB/IMGT. Task: Regression. Given a peptide amino acid sequence and an MHC pseudo amino acid sequence, predict their binding affinity value. This is MHC class I binding data. (1) The peptide sequence is RAMRMVYYL. The MHC is HLA-A03:19 with pseudo-sequence HLA-A03:19. The binding affinity (normalized) is 0.507. (2) The peptide sequence is VTPDNFSSLIK. The MHC is H-2-Db with pseudo-sequence H-2-Db. The binding affinity (normalized) is 0.